This data is from Full USPTO retrosynthesis dataset with 1.9M reactions from patents (1976-2016). The task is: Predict the reactants needed to synthesize the given product. (1) Given the product [Br:22][C:23]1[CH:28]=[CH:27][CH:26]=[CH:25][C:24]=1[S:29][C:10]1[NH:11][C:7]([C:1]2[CH:6]=[CH:5][CH:4]=[CH:3][CH:2]=2)=[CH:8][C:9]=1[C:12]#[N:13], predict the reactants needed to synthesize it. The reactants are: [C:1]1([C:7](=O)[CH2:8][CH:9]([C:12]#[N:13])[C:10]#[N:11])[CH:6]=[CH:5][CH:4]=[CH:3][CH:2]=1.C(N(CC)CC)C.[Br:22][C:23]1[CH:28]=[CH:27][CH:26]=[CH:25][C:24]=1[SH:29]. (2) Given the product [F:15][C:16]1[CH:25]=[CH:24][C:19]2[CH:20]([NH:23][C:2]3[CH:11]=[CH:10][C:9]4[C:4](=[CH:5][CH:6]=[C:7]([N+:12]([O-:14])=[O:13])[CH:8]=4)[N:3]=3)[CH2:21][O:22][C:18]=2[CH:17]=1, predict the reactants needed to synthesize it. The reactants are: Cl[C:2]1[CH:11]=[CH:10][C:9]2[C:4](=[CH:5][CH:6]=[C:7]([N+:12]([O-:14])=[O:13])[CH:8]=2)[N:3]=1.[F:15][C:16]1[CH:25]=[CH:24][C:19]2[CH:20]([NH2:23])[CH2:21][O:22][C:18]=2[CH:17]=1.C(N(C(C)C)C(C)C)C. (3) Given the product [NH:3]1[C:4]2[C:9](=[CH:8][CH:7]=[CH:6][CH:5]=2)[CH:10]=[C:2]1[CH2:1][C:24]([OH:36])([CH2:25][C:26]([C:29]1[CH:30]=[CH:31][C:32]([F:35])=[CH:33][CH:34]=1)([CH3:28])[CH3:27])[C:23]([F:22])([F:38])[F:37], predict the reactants needed to synthesize it. The reactants are: [CH3:1][C:2]1[NH:3][C:4]2[C:9]([CH:10]=1)=[CH:8][CH:7]=[CH:6][CH:5]=2.C([Li])CCC.CC(C)([O-])C.[K+].[F:22][C:23]([F:38])([F:37])[C:24](=[O:36])[CH2:25][C:26]([C:29]1[CH:34]=[CH:33][C:32]([F:35])=[CH:31][CH:30]=1)([CH3:28])[CH3:27].